Dataset: Catalyst prediction with 721,799 reactions and 888 catalyst types from USPTO. Task: Predict which catalyst facilitates the given reaction. (1) Reactant: [Cl:1][C:2]1[C:3](F)=[CH:4][C:5]([F:18])=[C:6]([CH:17]=1)[C:7]([O:9][C:10]1[CH:15]=[CH:14][C:13]([CH3:16])=[CH:12][CH:11]=1)=[O:8].[Cl:20][C:21]1[CH:22]=[C:23]([OH:30])[CH:24]=[N:25][C:26]=1[CH:27]1[CH2:29][CH2:28]1.C(=O)([O-])[O-].[K+].[K+]. Product: [Cl:1][C:2]1[C:3]([O:30][C:23]2[CH:24]=[N:25][C:26]([CH:27]3[CH2:29][CH2:28]3)=[C:21]([Cl:20])[CH:22]=2)=[CH:4][C:5]([F:18])=[C:6]([CH:17]=1)[C:7]([O:9][C:10]1[CH:15]=[CH:14][C:13]([CH3:16])=[CH:12][CH:11]=1)=[O:8]. The catalyst class is: 16. (2) Product: [F:23][C:22]1[C:16]2[O:15][CH2:14][CH:13]([CH2:12][NH:29][CH2:28][CH2:27][O:26][CH3:25])[O:18][C:17]=2[CH:19]=[C:20]([F:24])[CH:21]=1. The catalyst class is: 10. Reactant: CC1C=CC(S(O[CH2:12][CH:13]2[O:18][C:17]3[CH:19]=[C:20]([F:24])[CH:21]=[C:22]([F:23])[C:16]=3[O:15][CH2:14]2)(=O)=O)=CC=1.[CH3:25][O:26][CH2:27][CH2:28][NH2:29]. (3) Reactant: [N:1]([CH2:4][C@@H:5]1[O:9][C:8](=[O:10])[N:7]([C:11]2[CH:16]=[CH:15][C:14]([C:17]3[O:18][CH:19]=[C:20]([CH2:22]Cl)[N:21]=3)=[C:13]([F:24])[CH:12]=2)[CH2:6]1)=[N+:2]=[N-:3].[NH:25]1[CH:29]=[CH:28][CH:27]=[N:26]1.C(=O)([O-])[O-].[K+].[K+]. Product: [N:1]([CH2:4][C@@H:5]1[O:9][C:8](=[O:10])[N:7]([C:11]2[CH:16]=[CH:15][C:14]([C:17]3[O:18][CH:19]=[C:20]([CH2:22][N:25]4[CH:29]=[CH:28][CH:27]=[N:26]4)[N:21]=3)=[C:13]([F:24])[CH:12]=2)[CH2:6]1)=[N+:2]=[N-:3]. The catalyst class is: 115. (4) Reactant: [CH3:1][O:2][C:3](=[O:36])[C@H:4]([CH:27]1[CH2:30][CH:29]([CH2:31][O:32]COC)[CH2:28]1)[C:5]([C:14]1[CH:19]=[CH:18][C:17]([CH2:20][CH2:21][C:22]([CH3:25])([CH3:24])[CH3:23])=[C:16]([Cl:26])[CH:15]=1)([NH:7][S@](C(C)(C)C)=O)[CH3:6].Cl.CO.[OH-].[Na+].C(=O)([O-])O.[Na+]. Product: [CH3:1][O:2][C:3](=[O:36])[C@H:4]([CH:27]1[CH2:28][CH:29]([CH2:31][OH:32])[CH2:30]1)[C:5]([NH2:7])([C:14]1[CH:19]=[CH:18][C:17]([CH2:20][CH2:21][C:22]([CH3:25])([CH3:24])[CH3:23])=[C:16]([Cl:26])[CH:15]=1)[CH3:6]. The catalyst class is: 370. (5) Reactant: [C:1]([C:4]1[CH:5]=[C:6]([CH:35]=[CH:36][CH:37]=1)[O:7][C:8]1[CH:13]=[CH:12][C:11]([NH:14][C:15]2[C:16]3[N:23]([CH2:24][CH2:25][NH:26][C:27](=[O:33])[CH2:28][C:29]([OH:32])([CH3:31])[CH3:30])[CH:22]=[CH:21][C:17]=3[N:18]=[CH:19][N:20]=2)=[CH:10][C:9]=1[Cl:34])(=O)[CH3:2].Cl.[CH2:39]([O:43][NH2:44])[CH:40]([CH3:42])[CH3:41].C([O-])(=O)C.[Na+].Cl.C(OCC)(=O)C. Product: [ClH:34].[Cl:34][C:9]1[CH:10]=[C:11]([NH:14][C:15]2[C:16]3[N:23]([CH2:24][CH2:25][NH:26][C:27](=[O:33])[CH2:28][C:29]([OH:32])([CH3:30])[CH3:31])[CH:22]=[CH:21][C:17]=3[N:18]=[CH:19][N:20]=2)[CH:12]=[CH:13][C:8]=1[O:7][C:6]1[CH:35]=[CH:36][CH:37]=[C:4](/[C:1](=[N:44]/[O:43][CH2:39][CH:40]([CH3:42])[CH3:41])/[CH3:2])[CH:5]=1. The catalyst class is: 8.